Task: Predict which catalyst facilitates the given reaction.. Dataset: Catalyst prediction with 721,799 reactions and 888 catalyst types from USPTO (1) Reactant: C([O:3][C:4](=O)[CH:5]([C:8]1([CH3:13])[O:12][CH2:11][CH2:10][O:9]1)[CH2:6][CH3:7])C.[H-].[H-].[H-].[H-].[Li+].[Al+3]. Product: [CH3:13][C:8]1([CH:5]([CH2:6][CH3:7])[CH2:4][OH:3])[O:9][CH2:10][CH2:11][O:12]1. The catalyst class is: 28. (2) Reactant: [OH:1][C:2]1[CH:7]=[C:6]([CH3:8])[O:5][C:4](=[O:9])[C:3]=1[C:10](=[O:13])[CH2:11][CH3:12].[Li+].CC([N-]C(C)C)C.CN(P(N(C)C)(N(C)C)=O)C.Br[CH2:34][CH2:35][CH2:36][O:37][Si:38]([C:41]([CH3:44])([CH3:43])[CH3:42])([CH3:40])[CH3:39]. Product: [Si:38]([O:37][CH2:36][CH2:35][CH2:34][CH2:8][C:6]1[O:5][C:4](=[O:9])[C:3]([C:10](=[O:13])[CH2:11][CH3:12])=[C:2]([OH:1])[CH:7]=1)([C:41]([CH3:42])([CH3:43])[CH3:44])([CH3:40])[CH3:39]. The catalyst class is: 1. (3) The catalyst class is: 16. Product: [F:8][C:9]1[CH:10]=[CH:11][C:12]([O:15][C:16]2[CH:17]=[C:18]([CH:19]=[CH:20][CH:21]=2)[CH:22]=[C:23]2[CH2:24][CH2:25][N:26]([C:36]([NH:35][C:31]3[N:30]=[N:29][CH:34]=[CH:33][CH:32]=3)=[O:37])[CH2:27][CH2:28]2)=[N:13][CH:14]=1. Reactant: FC(F)(F)C(O)=O.[F:8][C:9]1[CH:10]=[CH:11][C:12]([O:15][C:16]2[CH:21]=[CH:20][CH:19]=[C:18]([CH:22]=[C:23]3[CH2:28][CH2:27][NH:26][CH2:25][CH2:24]3)[CH:17]=2)=[N:13][CH:14]=1.[N:29]1[CH:34]=[CH:33][CH:32]=[C:31]([NH:35][C:36](=O)[O:37]C2C=CC=CC=2)[N:30]=1.C(N(CC)CC)C.O.